Dataset: Full USPTO retrosynthesis dataset with 1.9M reactions from patents (1976-2016). Task: Predict the reactants needed to synthesize the given product. Given the product [O:29]1[CH:33]=[CH:32][CH:31]=[C:30]1[C:4]([C:6]1[N:7]=[CH:8][N:9]([C:11]2[CH:12]=[C:13]([C:17]3[CH:22]=[CH:21][CH:20]=[CH:19][C:18]=3[O:23][C:24]([F:25])([F:26])[F:27])[CH:14]=[CH:15][CH:16]=2)[CH:10]=1)=[O:5], predict the reactants needed to synthesize it. The reactants are: CON(C)[C:4]([C:6]1[N:7]=[CH:8][N:9]([C:11]2[CH:12]=[C:13]([C:17]3[CH:22]=[CH:21][CH:20]=[CH:19][C:18]=3[O:23][C:24]([F:27])([F:26])[F:25])[CH:14]=[CH:15][CH:16]=2)[CH:10]=1)=[O:5].[O:29]1[CH:33]=[CH:32][CH:31]=[CH:30]1.